Dataset: NCI-60 drug combinations with 297,098 pairs across 59 cell lines. Task: Regression. Given two drug SMILES strings and cell line genomic features, predict the synergy score measuring deviation from expected non-interaction effect. (1) Cell line: HOP-92. Drug 2: CC1CCC2CC(C(=CC=CC=CC(CC(C(=O)C(C(C(=CC(C(=O)CC(OC(=O)C3CCCCN3C(=O)C(=O)C1(O2)O)C(C)CC4CCC(C(C4)OC)O)C)C)O)OC)C)C)C)OC. Synergy scores: CSS=32.5, Synergy_ZIP=4.18, Synergy_Bliss=4.97, Synergy_Loewe=8.74, Synergy_HSA=9.75. Drug 1: CN1CCC(CC1)COC2=C(C=C3C(=C2)N=CN=C3NC4=C(C=C(C=C4)Br)F)OC. (2) Drug 1: CC12CCC3C(C1CCC2=O)CC(=C)C4=CC(=O)C=CC34C. Drug 2: C(CN)CNCCSP(=O)(O)O. Cell line: PC-3. Synergy scores: CSS=3.23, Synergy_ZIP=-9.04, Synergy_Bliss=-17.1, Synergy_Loewe=-36.3, Synergy_HSA=-17.6.